From a dataset of Catalyst prediction with 721,799 reactions and 888 catalyst types from USPTO. Predict which catalyst facilitates the given reaction. (1) Reactant: Cl[C:2]1[CH:7]=[C:6]([N:8]2[CH2:13][CH2:12][O:11][CH2:10][CH2:9]2)[N:5]=[C:4]([O:14][CH:15]2[CH2:18][N:17]([C:19]([O:21][C:22]([CH3:25])([CH3:24])[CH3:23])=[O:20])[CH2:16]2)[N:3]=1.[CH3:26][C:27]1[N:32]=[CH:31][C:30]([NH:33][C:34](=[O:45])[C:35]2[CH:40]=[CH:39][CH:38]=[C:37]([C:41]([F:44])([F:43])[F:42])[CH:36]=2)=[CH:29][C:28]=1B1OC(C)(C)C(C)(C)O1.C(Cl)Cl.C(=O)([O-])[O-].[Na+].[Na+]. Product: [CH3:26][C:27]1[C:28]([C:2]2[CH:7]=[C:6]([N:8]3[CH2:13][CH2:12][O:11][CH2:10][CH2:9]3)[N:5]=[C:4]([O:14][CH:15]3[CH2:18][N:17]([C:19]([O:21][C:22]([CH3:25])([CH3:24])[CH3:23])=[O:20])[CH2:16]3)[N:3]=2)=[CH:29][C:30]([NH:33][C:34](=[O:45])[C:35]2[CH:40]=[CH:39][CH:38]=[C:37]([C:41]([F:43])([F:42])[F:44])[CH:36]=2)=[CH:31][N:32]=1. The catalyst class is: 438. (2) Reactant: [F:1][C:2]1[CH:7]=[CH:6][C:5]([NH:8][C:9]2[O:13][C:12]([C:14]3[NH:18][C:17]4[CH:19]=[CH:20][C:21]([C@H:23]5[CH2:28][CH2:27][C@H:26]([O:29][CH2:30][CH2:31][C:32]([O:34]C)=[O:33])[CH2:25][CH2:24]5)=[CH:22][C:16]=4[N:15]=3)=[N:11][N:10]=2)=[CH:4][CH:3]=1.[OH-].[Na+].Cl. Product: [F:1][C:2]1[CH:3]=[CH:4][C:5]([NH:8][C:9]2[O:13][C:12]([C:14]3[NH:18][C:17]4[CH:19]=[CH:20][C:21]([C@H:23]5[CH2:24][CH2:25][C@H:26]([O:29][CH2:30][CH2:31][C:32]([OH:34])=[O:33])[CH2:27][CH2:28]5)=[CH:22][C:16]=4[N:15]=3)=[N:11][N:10]=2)=[CH:6][CH:7]=1. The catalyst class is: 5.